Dataset: Catalyst prediction with 721,799 reactions and 888 catalyst types from USPTO. Task: Predict which catalyst facilitates the given reaction. (1) Reactant: O=P(Cl)(Cl)Cl.[C:6]([O:10][C:11](=[O:45])[N:12]([C@H:14]([C:16](=[O:44])[NH:17][C@@H:18]1[C:24](=[O:25])[N:23]([CH2:26][C:27]2[C:36]3[C:31](=[CH:32][C:33](Br)=[CH:34][CH:35]=3)[CH:30]=[CH:29][C:28]=2[O:38][CH3:39])[C:22]2[CH:40]=[CH:41][CH:42]=[CH:43][C:21]=2[NH:20][CH2:19]1)[CH3:15])[CH3:13])([CH3:9])([CH3:8])[CH3:7].[N+:46]([C:49]1[CH:57]=[CH:56][C:52]([C:53](O)=[O:54])=[CH:51][CH:50]=1)([O-:48])=[O:47]. Product: [C:6]([O:10][C:11](=[O:45])[N:12]([C@H:14]([C:16](=[O:44])[NH:17][C@@H:18]1[C:24](=[O:25])[N:23]([CH2:26][C:27]2[C:36]3[C:31](=[CH:32][CH:33]=[CH:34][CH:35]=3)[CH:30]=[CH:29][C:28]=2[O:38][CH3:39])[C:22]2[CH:40]=[CH:41][CH:42]=[CH:43][C:21]=2[N:20]([C:53](=[O:54])[C:52]2[CH:51]=[CH:50][C:49]([N+:46]([O-:48])=[O:47])=[CH:57][CH:56]=2)[CH2:19]1)[CH3:15])[CH3:13])([CH3:9])([CH3:8])[CH3:7]. The catalyst class is: 6. (2) Reactant: [Cl:1][C:2]1[CH:3]=[C:4]([CH:8]2[CH2:13][CH2:12][N:11]([C:14]3[C:15]([C:28]4[CH:33]=[CH:32][CH:31]=[CH:30][CH:29]=4)=[N:16][C:17]4[C:22]([N:23]=3)=[CH:21][C:20]([C:24]([O:26]C)=[O:25])=[CH:19][CH:18]=4)[CH2:10][CH2:9]2)[CH:5]=[CH:6][CH:7]=1.[OH-].[Na+]. Product: [Cl:1][C:2]1[CH:3]=[C:4]([CH:8]2[CH2:9][CH2:10][N:11]([C:14]3[C:15]([C:28]4[CH:33]=[CH:32][CH:31]=[CH:30][CH:29]=4)=[N:16][C:17]4[C:22]([N:23]=3)=[CH:21][C:20]([C:24]([OH:26])=[O:25])=[CH:19][CH:18]=4)[CH2:12][CH2:13]2)[CH:5]=[CH:6][CH:7]=1. The catalyst class is: 24.